This data is from Full USPTO retrosynthesis dataset with 1.9M reactions from patents (1976-2016). The task is: Predict the reactants needed to synthesize the given product. (1) Given the product [C:21]([O:29][CH:30]([C:38]([F:40])([F:41])[F:39])[C:31]([F:36])([F:37])[S:32]([O-:35])(=[O:34])=[O:33])(=[O:28])[C:22]1[CH:23]=[CH:24][CH:25]=[CH:26][CH:27]=1.[C:15]1([S+:8]([C:2]2[CH:3]=[CH:4][CH:5]=[CH:6][CH:7]=2)[C:9]2[CH:14]=[CH:13][CH:12]=[CH:11][CH:10]=2)[CH:16]=[CH:17][CH:18]=[CH:19][CH:20]=1, predict the reactants needed to synthesize it. The reactants are: [Cl-].[C:2]1([S+:8]([C:15]2[CH:20]=[CH:19][CH:18]=[CH:17][CH:16]=2)[C:9]2[CH:14]=[CH:13][CH:12]=[CH:11][CH:10]=2)[CH:7]=[CH:6][CH:5]=[CH:4][CH:3]=1.[C:21]([O:29][CH:30]([C:38]([F:41])([F:40])[F:39])[C:31]([F:37])([F:36])[S:32]([O-:35])(=[O:34])=[O:33])(=[O:28])[C:22]1[CH:27]=[CH:26][CH:25]=[CH:24][CH:23]=1.[Na+]. (2) The reactants are: C([O:3][C:4](=[O:32])[C@@H:5]([O:30][CH3:31])[CH2:6][C:7]1[CH:12]=[CH:11][C:10]([O:13][CH2:14][CH2:15][CH2:16][O:17][C:18]2[CH:23]=[CH:22][C:21]([N:24]3[CH2:29][CH2:28][O:27][CH2:26][CH2:25]3)=[CH:20][CH:19]=2)=[CH:9][CH:8]=1)C.[OH-].[Na+]. Given the product [CH3:31][O:30][C@@H:5]([CH2:6][C:7]1[CH:12]=[CH:11][C:10]([O:13][CH2:14][CH2:15][CH2:16][O:17][C:18]2[CH:23]=[CH:22][C:21]([N:24]3[CH2:25][CH2:26][O:27][CH2:28][CH2:29]3)=[CH:20][CH:19]=2)=[CH:9][CH:8]=1)[C:4]([OH:32])=[O:3], predict the reactants needed to synthesize it. (3) Given the product [Cl:1][C:2]1[CH:3]=[C:4]2[C:10]3([CH2:14][CH2:13][N:12]([C:15]([O:17][CH3:18])=[O:16])[CH2:11]3)[CH2:9][N:8]([C:19](=[O:36])[NH:20][C:21]3[S:22][C:23]([S:26][CH2:27][CH2:28][OH:29])=[CH:24][N:25]=3)[C:5]2=[CH:6][CH:7]=1, predict the reactants needed to synthesize it. The reactants are: [Cl:1][C:2]1[CH:3]=[C:4]2[C:10]3([CH2:14][CH2:13][N:12]([C:15]([O:17][CH3:18])=[O:16])[CH2:11]3)[CH2:9][N:8]([C:19](=[O:36])[NH:20][C:21]3[S:22][C:23]([S:26][CH2:27][CH2:28][O:29]C4CCCCO4)=[CH:24][N:25]=3)[C:5]2=[CH:6][CH:7]=1.Cl.C(=O)([O-])O.[Na+]. (4) Given the product [C:44]([NH:1][C:2]1[CH:7]=[C:6]([O:8][C:9]2[CH:14]=[CH:13][C:12]([NH:15][C:16]([NH:18][C:19]3[N:23]([C:24]4[CH:25]=[C:26]5[C:31](=[CH:32][CH:33]=4)[N:30]=[CH:29][CH:28]=[CH:27]5)[N:22]=[C:21]([CH:34]([CH3:35])[CH3:36])[CH:20]=3)=[O:17])=[C:11]([F:37])[CH:10]=2)[CH:5]=[CH:4][N:3]=1)(=[O:46])[CH3:45], predict the reactants needed to synthesize it. The reactants are: [NH2:1][C:2]1[CH:7]=[C:6]([O:8][C:9]2[CH:14]=[CH:13][C:12]([NH:15][C:16]([NH:18][C:19]3[N:23]([C:24]4[CH:25]=[C:26]5[C:31](=[CH:32][CH:33]=4)[N:30]=[CH:29][CH:28]=[CH:27]5)[N:22]=[C:21]([CH:34]([CH3:36])[CH3:35])[CH:20]=3)=[O:17])=[C:11]([F:37])[CH:10]=2)[CH:5]=[CH:4][N:3]=1.N1C=CC=CC=1.[C:44](OC(=O)C)(=[O:46])[CH3:45]. (5) Given the product [CH3:38][O:39][C:40]([CH:42]1[CH2:47][CH2:46][N:45]([C:32]([N:12]2[C@@:13]([C:25]3[CH:26]=[CH:27][C:28]([Cl:31])=[CH:29][CH:30]=3)([CH3:24])[C@@:14]([C:17]3[CH:22]=[CH:21][C:20]([Cl:23])=[CH:19][CH:18]=3)([CH3:16])[N:15]=[C:11]2[C:8]2[CH:9]=[N:10][C:5]([C:1]([CH3:2])([CH3:3])[CH3:4])=[CH:6][C:7]=2[O:35][CH2:36][CH3:37])=[O:33])[CH2:44][CH2:43]1)=[O:41], predict the reactants needed to synthesize it. The reactants are: [C:1]([C:5]1[N:10]=[CH:9][C:8]([C:11]2[N:12]([C:32](Cl)=[O:33])[C@@:13]([C:25]3[CH:30]=[CH:29][C:28]([Cl:31])=[CH:27][CH:26]=3)([CH3:24])[C@@:14]([C:17]3[CH:22]=[CH:21][C:20]([Cl:23])=[CH:19][CH:18]=3)([CH3:16])[N:15]=2)=[C:7]([O:35][CH2:36][CH3:37])[CH:6]=1)([CH3:4])([CH3:3])[CH3:2].[CH3:38][O:39][C:40]([CH:42]1[CH2:47][CH2:46][NH:45][CH2:44][CH2:43]1)=[O:41]. (6) Given the product [Br:1][C:2]1[CH:3]=[C:4]2[C:8](=[CH:9][CH:10]=1)[N:7]([CH3:11])[C:6]([C:12]([O:14][CH2:15][CH3:16])=[O:13])=[C:5]2[F:18], predict the reactants needed to synthesize it. The reactants are: [Br:1][C:2]1[CH:3]=[C:4]2[C:8](=[CH:9][CH:10]=1)[N:7]([CH3:11])[C:6]([C:12]([O:14][CH2:15][CH3:16])=[O:13])=[CH:5]2.[B-](F)(F)(F)[F:18].[B-](F)(F)(F)F.C1[N+]2(CCl)CC[N+](F)(CC2)C1.